Dataset: Catalyst prediction with 721,799 reactions and 888 catalyst types from USPTO. Task: Predict which catalyst facilitates the given reaction. (1) The catalyst class is: 3. Reactant: [I:1][C:2]1[CH:7]=[CH:6][C:5]([NH:8][C:9]2[N:14]=[C:13]([O:15][CH3:16])[CH:12]=[CH:11][N:10]=2)=[CH:4][CH:3]=1.[H-].[Na+].[CH3:19]I.O. Product: [I:1][C:2]1[CH:3]=[CH:4][C:5]([N:8]([CH3:19])[C:9]2[N:14]=[C:13]([O:15][CH3:16])[CH:12]=[CH:11][N:10]=2)=[CH:6][CH:7]=1. (2) Product: [OH:8][C:5]1[CH:6]=[CH:7][C:2]([NH:1][CH2:10][C:12]2[CH:21]=[CH:20][C:15]([C:16]([O:18][CH3:19])=[O:17])=[C:14]([CH3:22])[CH:13]=2)=[C:3]([CH3:9])[CH:4]=1. Reactant: [NH2:1][C:2]1[C:3]([CH3:9])=[CH:4][C:5]([OH:8])=[CH:6][CH:7]=1.[CH:10]([C:12]1[CH:21]=[CH:20][C:15]([C:16]([O:18][CH3:19])=[O:17])=[C:14]([CH3:22])[CH:13]=1)=O.C(O[BH-](OC(=O)C)OC(=O)C)(=O)C.[Na+]. The catalyst class is: 15. (3) Reactant: [Cl:1][C:2]1[CH:7]=[CH:6][C:5]([S:8]([CH:11]([C:25]2[CH:30]=[C:29]([F:31])[CH:28]=[CH:27][C:26]=2[F:32])[C:12]2[C:17]([F:18])=[CH:16][N:15]=[C:14]([CH2:19][CH2:20][C:21]([O:23]C)=[O:22])[CH:13]=2)(=[O:10])=[O:9])=[CH:4][CH:3]=1.[OH-].[Na+].Cl. Product: [Cl:1][C:2]1[CH:7]=[CH:6][C:5]([S:8]([CH:11]([C:25]2[CH:30]=[C:29]([F:31])[CH:28]=[CH:27][C:26]=2[F:32])[C:12]2[C:17]([F:18])=[CH:16][N:15]=[C:14]([CH2:19][CH2:20][C:21]([OH:23])=[O:22])[CH:13]=2)(=[O:10])=[O:9])=[CH:4][CH:3]=1. The catalyst class is: 111. (4) Reactant: [Cl:1][C:2]1[CH:3]=[C:4](B2OC(C)(C)C(C)(C)O2)[CH:5]=[CH:6][CH:7]=1.[C:17](=[O:20])([O-])[O-:18].[Cs+].[Cs+].COC([C:27]1[CH:28]=[N:29][CH:30]=[C:31](Br)[CH:32]=1)=O.[CH2:34](COC)OC. Product: [CH3:34][O:18][C:17]([C:28]1[CH:27]=[CH:32][CH:31]=[C:30]([C:4]2[CH:5]=[CH:6][CH:7]=[C:2]([Cl:1])[CH:3]=2)[N:29]=1)=[O:20]. The catalyst class is: 73.